From a dataset of Catalyst prediction with 721,799 reactions and 888 catalyst types from USPTO. Predict which catalyst facilitates the given reaction. (1) Reactant: [CH3:1][C:2]1([CH3:28])[O:6][C@@H:5]([CH2:7][O:8][C:9]2[CH:14]=[CH:13][CH:12]=[CH:11][C:10]=2[C:15]2[CH:16]=[CH:17][C:18]3[N:19]([C:21]([C:25]([OH:27])=[O:26])=[C:22]([CH3:24])[N:23]=3)[N:20]=2)[CH2:4][O:3]1.C(N=C=NCCCN(C)C)C.[N+:40]([C:43]1[CH:48]=[CH:47][C:46](O)=[CH:45][CH:44]=1)([O-:42])=[O:41].C(=O)([O-])[O-].[Na+].[Na+]. Product: [CH3:1][C:2]1([CH3:28])[O:6][C@@H:5]([CH2:7][O:8][C:9]2[CH:14]=[CH:13][CH:12]=[CH:11][C:10]=2[C:15]2[CH:16]=[CH:17][C:18]3[N:19]([C:21]([C:25]([O:27][C:46]4[CH:47]=[CH:48][C:43]([N+:40]([O-:42])=[O:41])=[CH:44][CH:45]=4)=[O:26])=[C:22]([CH3:24])[N:23]=3)[N:20]=2)[CH2:4][O:3]1. The catalyst class is: 456. (2) Reactant: [Cl:1][C:2]1[CH:18]=[CH:17][C:5]2[N:6]([C:10]([O:12][C:13]([CH3:16])([CH3:15])[CH3:14])=[O:11])[C:7](=[O:9])[NH:8][C:4]=2[CH:3]=1.[H-].[Na+].Br[CH:22]([CH2:30][C:31]1[CH:36]=[CH:35][CH:34]=[CH:33][CH:32]=1)[C:23]([O:25][C:26]([CH3:29])([CH3:28])[CH3:27])=[O:24].[Cl-].[NH4+]. Product: [C:26]([O:25][C:23]([CH:22]([N:8]1[C:4]2[CH:3]=[C:2]([Cl:1])[CH:18]=[CH:17][C:5]=2[N:6]([C:10]([O:12][C:13]([CH3:14])([CH3:15])[CH3:16])=[O:11])[C:7]1=[O:9])[CH2:30][C:31]1[CH:32]=[CH:33][CH:34]=[CH:35][CH:36]=1)=[O:24])([CH3:29])([CH3:27])[CH3:28]. The catalyst class is: 39. (3) Reactant: [Cl:1][C:2]1[CH:11]=[C:10]([C:12]([N:14]([O:16][CH3:17])[CH3:15])=[O:13])[C:9]([OH:18])=[C:8]2[C:3]=1[CH:4]=[CH:5][CH:6]=[N:7]2.C(N(CC)C(C)C)(C)C.[F:28][C:29]([F:42])([F:41])[S:30](O[S:30]([C:29]([F:42])([F:41])[F:28])(=[O:32])=[O:31])(=[O:32])=[O:31]. Product: [F:28][C:29]([F:42])([F:41])[S:30]([O:18][C:9]1[C:10]([C:12]([N:14]([O:16][CH3:17])[CH3:15])=[O:13])=[CH:11][C:2]([Cl:1])=[C:3]2[C:8]=1[N:7]=[CH:6][CH:5]=[CH:4]2)(=[O:32])=[O:31]. The catalyst class is: 2. (4) Reactant: [CH3:1][O:2][C:3]1[CH:8]=[CH:7][C:6]([S:9]([N:12]2[C:20]3[C:15](=[CH:16][CH:17]=[CH:18][CH:19]=3)[C:14]([C:21]#[N:22])=[CH:13]2)(=[O:11])=[O:10])=[CH:5][C:4]=1[N:23]1[CH2:28][CH2:27][N:26](C(=O)C(Cl)(Cl)Cl)[CH2:25][CH2:24]1.[OH-].[K+].ClCCl. Product: [CH3:1][O:2][C:3]1[CH:8]=[CH:7][C:6]([S:9]([N:12]2[C:20]3[C:15](=[CH:16][CH:17]=[CH:18][CH:19]=3)[C:14]([C:21]#[N:22])=[CH:13]2)(=[O:10])=[O:11])=[CH:5][C:4]=1[N:23]1[CH2:28][CH2:27][NH:26][CH2:25][CH2:24]1. The catalyst class is: 7. (5) Product: [Cl:27][C:24]1[CH:23]=[CH:22][C:21]([CH:13]([C:14]2[CH:19]=[CH:18][CH:17]=[CH:16][C:15]=2[F:20])[O:12][C:5]2[CH:4]=[CH:3][C:2]([NH:1][C:39]([NH:38][C:32]3[CH:33]=[CH:34][C:35]([O:36][CH3:37])=[C:30]([O:29][CH3:28])[CH:31]=3)=[O:40])=[CH:11][C:6]=2[C:7]([O:9][CH3:10])=[O:8])=[CH:26][CH:25]=1. Reactant: [NH2:1][C:2]1[CH:3]=[CH:4][C:5]([O:12][CH:13]([C:21]2[CH:26]=[CH:25][C:24]([Cl:27])=[CH:23][CH:22]=2)[C:14]2[CH:19]=[CH:18][CH:17]=[CH:16][C:15]=2[F:20])=[C:6]([CH:11]=1)[C:7]([O:9][CH3:10])=[O:8].[CH3:28][O:29][C:30]1[CH:31]=[C:32]([N:38]=[C:39]=[O:40])[CH:33]=[CH:34][C:35]=1[O:36][CH3:37]. The catalyst class is: 1.